From a dataset of Reaction yield outcomes from USPTO patents with 853,638 reactions. Predict the reaction yield, written as a fraction of the theoretical maximum amount of product (1.0 means a 100% yield; for example, 0.34 means a 34% yield). (1) The reactants are Br[C:2]1[CH:7]=[CH:6][CH:5]=[CH:4][N:3]=1.[Li]CCCC.[Sn:13](Cl)([CH2:22][CH2:23][CH2:24][CH3:25])([CH2:18][CH2:19][CH2:20][CH3:21])[CH2:14][CH2:15][CH2:16][CH3:17].[Cl-].[NH4+]. The catalyst is C1COCC1. The product is [CH2:22]([Sn:13]([CH2:14][CH2:15][CH2:16][CH3:17])([CH2:18][CH2:19][CH2:20][CH3:21])[C:2]1[CH:7]=[CH:6][CH:5]=[CH:4][N:3]=1)[CH2:23][CH2:24][CH3:25]. The yield is 1.00. (2) No catalyst specified. The reactants are Cl[C:2]1[N:7]=[C:6]([S:8][C:9]2[CH:10]=[C:11]([CH:16]=[CH:17][CH:18]=2)[C:12]([O:14][CH3:15])=[O:13])[CH:5]=[CH:4][N:3]=1.[O:19]1[CH2:24][CH2:23][N:22]([C:25]2[CH:31]=[CH:30][C:28]([NH2:29])=[CH:27][CH:26]=2)[CH2:21][CH2:20]1. The product is [O:19]1[CH2:20][CH2:21][N:22]([C:25]2[CH:26]=[CH:27][C:28]([NH:29][C:2]3[N:7]=[C:6]([S:8][C:9]4[CH:10]=[C:11]([CH:16]=[CH:17][CH:18]=4)[C:12]([O:14][CH3:15])=[O:13])[CH:5]=[CH:4][N:3]=3)=[CH:30][CH:31]=2)[CH2:23][CH2:24]1. The yield is 0.870. (3) The reactants are Br[CH2:2]/[CH:3]=[CH:4]/[C:5]([NH:7][C:8]1[CH:9]=[C:10]2[C:15](=[CH:16][C:17]=1[O:18][CH2:19][CH3:20])[N:14]=[CH:13][N:12]=[C:11]2[NH:21][C:22]1[CH:27]=[CH:26][CH:25]=[C:24]([C:28]#[CH:29])[CH:23]=1)=[O:6].CCN(C(C)C)C(C)C.[O:39]1[C@H:44]2[CH2:45][NH:46][CH2:47][C@H:43]2[O:42][CH2:41][CH2:40]1.O. The catalyst is CC(N(C)C)=O. The product is [CH2:19]([O:18][C:17]1[CH:16]=[C:15]2[C:10]([C:11]([NH:21][C:22]3[CH:27]=[CH:26][CH:25]=[C:24]([C:28]#[CH:29])[CH:23]=3)=[N:12][CH:13]=[N:14]2)=[CH:9][C:8]=1[NH:7][C:5](=[O:6])/[CH:4]=[CH:3]/[CH2:2][N:46]1[CH2:45][C@H:44]2[O:39][CH2:40][CH2:41][O:42][C@H:43]2[CH2:47]1)[CH3:20]. The yield is 0.200. (4) The reactants are [C:1]1([C:7]2[N:12]=[C:11]([C:13](OCC)=[O:14])[CH:10]=[CH:9][N:8]=2)[CH:6]=[CH:5][CH:4]=[CH:3][CH:2]=1.[BH4-].[Na+].CO. The yield is 0.870. The catalyst is C1COCC1. The product is [C:1]1([C:7]2[N:12]=[C:11]([CH2:13][OH:14])[CH:10]=[CH:9][N:8]=2)[CH:2]=[CH:3][CH:4]=[CH:5][CH:6]=1. (5) The reactants are Cl[CH2:2][C:3]1[N:7]([CH2:8][C:9]2[CH:14]=[CH:13][CH:12]=[CH:11][CH:10]=2)[N:6]=[C:5]([C:15]2[CH:20]=[CH:19][C:18]([C:21]([F:24])([F:23])[F:22])=[CH:17][CH:16]=2)[CH:4]=1.C([O:32][C:33]1[CH:38]=[CH:37][C:36]([C:39](=[O:46])[CH2:40]C(OCC)=O)=[CH:35][C:34]=1[CH3:47])C1C=CC=CC=1. No catalyst specified. The product is [CH2:8]([N:7]1[C:3]([CH2:2][CH2:40][C:39]([C:36]2[CH:37]=[CH:38][C:33]([OH:32])=[C:34]([CH3:47])[CH:35]=2)=[O:46])=[CH:4][C:5]([C:15]2[CH:20]=[CH:19][C:18]([C:21]([F:22])([F:23])[F:24])=[CH:17][CH:16]=2)=[N:6]1)[C:9]1[CH:10]=[CH:11][CH:12]=[CH:13][CH:14]=1. The yield is 0.500.